This data is from Forward reaction prediction with 1.9M reactions from USPTO patents (1976-2016). The task is: Predict the product of the given reaction. (1) Given the reactants [C:1]([C:5]1[CH:6]=[CH:7][C:8]([CH3:20])=[C:9]([CH:19]=1)[O:10][C:11]1[S:12][CH:13]=[C:14]([C:16]([OH:18])=O)[N:15]=1)([CH3:4])([CH3:3])[CH3:2].[Si:21]([O:28][CH2:29][CH2:30][NH:31][C:32]1[N:37]=[C:36]([O:38][CH3:39])[C:35]([NH2:40])=[C:34]([O:41][CH3:42])[N:33]=1)([C:24]([CH3:27])([CH3:26])[CH3:25])([CH3:23])[CH3:22].C(C1C=CC(C)=C(C=1)OC1OC=C(C(NC2C(OC)=NC(NCCN(C)C(=O)OC(C)(C)C)=NC=2OC)=O)N=1)(C)(C)C, predict the reaction product. The product is: [C:1]([C:5]1[CH:6]=[CH:7][C:8]([CH3:20])=[C:9]([CH:19]=1)[O:10][C:11]1[S:12][CH:13]=[C:14]([C:16]([NH:40][C:35]2[C:36]([O:38][CH3:39])=[N:37][C:32]([NH:31][CH2:30][CH2:29][O:28][Si:21]([C:24]([CH3:25])([CH3:26])[CH3:27])([CH3:22])[CH3:23])=[N:33][C:34]=2[O:41][CH3:42])=[O:18])[N:15]=1)([CH3:2])([CH3:3])[CH3:4]. (2) Given the reactants [N+:1]([CH3:4])([O-:3])=[O:2].[CH3:5][N:6]1[C:10]([CH:11]=[O:12])=[CH:9][C:8]([CH3:13])=[N:7]1.C(N(CC)CC)C, predict the reaction product. The product is: [CH3:5][N:6]1[C:10]([CH:11]([OH:12])[CH2:4][N+:1]([O-:3])=[O:2])=[CH:9][C:8]([CH3:13])=[N:7]1. (3) Given the reactants [Cl:1][C:2]1[CH:7]=[CH:6][C:5]([CH2:8][CH2:9][CH2:10][N:11]([CH3:34])[C:12]2[N:17]=[C:16]([N:18]3[CH2:23][CH2:22][NH:21][CH2:20][CH2:19]3)[N:15]=[C:14]([NH:24][CH2:25][CH2:26][C:27]3[CH:32]=[CH:31][C:30]([OH:33])=[CH:29][CH:28]=3)[N:13]=2)=[CH:4][CH:3]=1.Cl.[N:36]1[CH:41]=[CH:40][CH:39]=[CH:38][C:37]=1[C:42](Cl)=[O:43], predict the reaction product. The product is: [Cl:1][C:2]1[CH:7]=[CH:6][C:5]([CH2:8][CH2:9][CH2:10][N:11]([CH3:34])[C:12]2[N:17]=[C:16]([N:18]3[CH2:19][CH2:20][N:21]([C:42]([C:37]4[CH:38]=[CH:39][CH:40]=[CH:41][N:36]=4)=[O:43])[CH2:22][CH2:23]3)[N:15]=[C:14]([NH:24][CH2:25][CH2:26][C:27]3[CH:28]=[CH:29][C:30]([OH:33])=[CH:31][CH:32]=3)[N:13]=2)=[CH:4][CH:3]=1. (4) Given the reactants C(=O)([O-])[O-:2].[K+].[K+].OO.[C:9]([C:11]1[CH:12]=[C:13]([F:37])[C:14]([NH:28][C@H:29]([CH2:33][CH:34]([CH3:36])[CH3:35])[C:30]([NH2:32])=[O:31])=[N:15][C:16]=1[NH:17][C:18]1[CH:19]=[C:20]2[C:25](=[CH:26][CH:27]=1)[N:24]=[CH:23][CH:22]=[CH:21]2)#[N:10].[Cl-].[Na+], predict the reaction product. The product is: [NH2:32][C:30](=[O:31])[C@H:29]([NH:28][C:14]1[C:13]([F:37])=[CH:12][C:11]([C:9]([NH2:10])=[O:2])=[C:16]([NH:17][C:18]2[CH:19]=[C:20]3[C:25](=[CH:26][CH:27]=2)[N:24]=[CH:23][CH:22]=[CH:21]3)[N:15]=1)[CH2:33][CH:34]([CH3:35])[CH3:36]. (5) Given the reactants [OH-].[K+].[Cl:3][C:4]1[CH:5]=[C:6]([C:14]2[O:18][N:17]=[C:16]([C:19]3[CH:20]=[CH:21][CH:22]=[C:23]4[C:27]=3[NH:26][CH:25]=[C:24]4[CH2:28][CH2:29][C:30]([OH:32])=[O:31])[N:15]=2)[CH:7]=[CH:8][C:9]=1[O:10][CH:11]([CH3:13])[CH3:12].I[CH2:34][CH:35]([CH3:37])[CH3:36], predict the reaction product. The product is: [Cl:3][C:4]1[CH:5]=[C:6]([C:14]2[O:18][N:17]=[C:16]([C:19]3[CH:20]=[CH:21][CH:22]=[C:23]4[C:27]=3[N:26]([CH2:34][CH:35]([CH3:37])[CH3:36])[CH:25]=[C:24]4[CH2:28][CH2:29][C:30]([O:32][CH2:5][CH:6]([CH3:14])[CH3:7])=[O:31])[N:15]=2)[CH:7]=[CH:8][C:9]=1[O:10][CH:11]([CH3:12])[CH3:13]. (6) Given the reactants [N+:1]([C:4]1[CH:13]=[CH:12][CH:11]=[C:10]2[C:5]=1[C:6](=[O:19])[N:7]([CH2:15][CH:16]1[CH2:18][CH2:17]1)[C:8](=[O:14])[NH:9]2)([O-:3])=[O:2].[C:20]([O-])([O-])=O.[K+].[K+].CI, predict the reaction product. The product is: [N+:1]([C:4]1[CH:13]=[CH:12][CH:11]=[C:10]2[C:5]=1[C:6](=[O:19])[N:7]([CH2:15][CH:16]1[CH2:18][CH2:17]1)[C:8](=[O:14])[N:9]2[CH3:20])([O-:3])=[O:2].